Dataset: Forward reaction prediction with 1.9M reactions from USPTO patents (1976-2016). Task: Predict the product of the given reaction. (1) The product is: [NH:17]1[C:25]2=[N:24][CH:23]=[CH:22][CH:21]=[C:20]2[C:19]([CH:26]=[C:8]2[O:7][C:6]([NH:5][CH2:4][CH2:3][O:2][CH3:1])=[C:10]([C:11]([O:13][CH2:14][CH3:15])=[O:12])[C:9]2=[O:16])=[CH:18]1. Given the reactants [CH3:1][O:2][CH2:3][CH2:4][NH:5][C:6]1[O:7][CH2:8][C:9](=[O:16])[C:10]=1[C:11]([O:13][CH2:14][CH3:15])=[O:12].[NH:17]1[C:25]2[C:20](=[CH:21][CH:22]=[CH:23][N:24]=2)[C:19]([CH:26]=O)=[CH:18]1, predict the reaction product. (2) Given the reactants [NH2:1][C:2]1[CH:7]=[C:6]([OH:8])[CH:5]=[CH:4][N:3]=1.Cl[CH:10]([CH:16]=O)[C:11]([O:13][CH2:14][CH3:15])=[O:12], predict the reaction product. The product is: [OH:8][C:6]1[CH:5]=[CH:4][N:3]2[C:10]([C:11]([O:13][CH2:14][CH3:15])=[O:12])=[CH:16][N:1]=[C:2]2[CH:7]=1. (3) Given the reactants [NH2:1][C:2]1[C:3]([C:17]([NH2:19])=[O:18])=[CH:4][C:5]2[C:13]3[C:8](=[CH:9][CH:10]=[CH:11][CH:12]=3)[N:7]([CH2:14][CH3:15])[C:6]=2[N:16]=1.ClS([N:24]=[C:25]=[O:26])(=O)=O, predict the reaction product. The product is: [NH2:24][C:25]([NH:1][C:2]1[C:3]([C:17]([NH2:19])=[O:18])=[CH:4][C:5]2[C:13]3[C:8](=[CH:9][CH:10]=[CH:11][CH:12]=3)[N:7]([CH2:14][CH3:15])[C:6]=2[N:16]=1)=[O:26]. (4) Given the reactants [CH3:1][C:2]1[C:7]([NH2:8])=[CH:6][CH:5]=[C:4]([N:9]2[CH2:14][CH2:13][O:12][CH2:11][CH2:10]2)[N:3]=1.[CH3:15][C:16]1[C:20]([CH2:21][O:22][C:23]2[CH:28]=[CH:27][C:26]([S:29](Cl)(=[O:31])=[O:30])=[CH:25][CH:24]=2)=[C:19]([CH3:33])[O:18][N:17]=1.N1C=CC=CC=1, predict the reaction product. The product is: [CH3:15][C:16]1[C:20]([CH2:21][O:22][C:23]2[CH:24]=[CH:25][C:26]([S:29]([NH:8][C:7]3[C:2]([CH3:1])=[N:3][C:4]([N:9]4[CH2:14][CH2:13][O:12][CH2:11][CH2:10]4)=[CH:5][CH:6]=3)(=[O:31])=[O:30])=[CH:27][CH:28]=2)=[C:19]([CH3:33])[O:18][N:17]=1.